From a dataset of NCI-60 drug combinations with 297,098 pairs across 59 cell lines. Regression. Given two drug SMILES strings and cell line genomic features, predict the synergy score measuring deviation from expected non-interaction effect. (1) Drug 1: C1CN1C2=NC(=NC(=N2)N3CC3)N4CC4. Drug 2: CC1OCC2C(O1)C(C(C(O2)OC3C4COC(=O)C4C(C5=CC6=C(C=C35)OCO6)C7=CC(=C(C(=C7)OC)O)OC)O)O. Cell line: U251. Synergy scores: CSS=68.7, Synergy_ZIP=-4.40, Synergy_Bliss=-4.74, Synergy_Loewe=1.72, Synergy_HSA=4.36. (2) Drug 1: C1CCC(C1)C(CC#N)N2C=C(C=N2)C3=C4C=CNC4=NC=N3. Drug 2: CS(=O)(=O)OCCCCOS(=O)(=O)C. Cell line: COLO 205. Synergy scores: CSS=22.2, Synergy_ZIP=-3.84, Synergy_Bliss=2.31, Synergy_Loewe=-6.08, Synergy_HSA=-5.46. (3) Drug 1: CS(=O)(=O)CCNCC1=CC=C(O1)C2=CC3=C(C=C2)N=CN=C3NC4=CC(=C(C=C4)OCC5=CC(=CC=C5)F)Cl. Drug 2: C1=CN(C=N1)CC(O)(P(=O)(O)O)P(=O)(O)O. Cell line: MALME-3M. Synergy scores: CSS=-3.73, Synergy_ZIP=1.25, Synergy_Bliss=-0.891, Synergy_Loewe=-4.87, Synergy_HSA=-3.71.